From a dataset of Full USPTO retrosynthesis dataset with 1.9M reactions from patents (1976-2016). Predict the reactants needed to synthesize the given product. (1) Given the product [CH3:1][C:2]1[CH:6]=[C:5]([S:7]([CH3:10])(=[O:9])=[O:8])[S:4][C:3]=1[C:11]([OH:13])=[O:12], predict the reactants needed to synthesize it. The reactants are: [CH3:1][C:2]1[CH:6]=[C:5]([S:7]([CH3:10])(=[O:9])=[O:8])[S:4][C:3]=1[C:11]([O:13]C)=[O:12].ClCCl.[OH-].[Na+]. (2) Given the product [NH2:1][C:2](=[O:34])[C:3]([C:5]1[C:9]2[C:10]([O:14][CH2:15][C:16]([OH:18])=[O:17])=[N:11][CH:12]=[CH:13][C:8]=2[N:7]([CH2:19][C:20]2[CH:25]=[CH:24][CH:23]=[CH:22][CH:21]=2)[C:6]=1[CH2:32][CH3:33])=[O:4], predict the reactants needed to synthesize it. The reactants are: [NH2:1][C:2](=[O:34])[C:3]([C:5]1[C:9]2[C:10]([O:14][CH2:15][C:16]([OH:18])=[O:17])=[N:11][CH:12]=[CH:13][C:8]=2[N:7]([CH2:19][C:20]2[CH:25]=[CH:24][CH:23]=[CH:22][C:21]=2C2C=CC=CC=2)[C:6]=1[CH2:32][CH3:33])=[O:4].[OH-].[K+].O.[OH-].[Li+]. (3) The reactants are: [Cl:1][C:2]1[CH:16]=[CH:15][C:5]([CH2:6][CH2:7][N:8]2[CH2:13][CH2:12][NH:11][C:10](=[O:14])[CH2:9]2)=[CH:4][CH:3]=1.Br[C:18]1[CH:23]=[CH:22][C:21]2[C:24]3[CH2:25][N:26]([C:32]([O:34][C:35]([CH3:38])([CH3:37])[CH3:36])=[O:33])[CH2:27][CH2:28][CH2:29][C:30]=3[O:31][C:20]=2[CH:19]=1.C([O-])([O-])=O.[Cs+].[Cs+].CN[C@@H]1CCCC[C@H]1NC. Given the product [Cl:1][C:2]1[CH:3]=[CH:4][C:5]([CH2:6][CH2:7][N:8]2[CH2:13][CH2:12][N:11]([C:18]3[CH:23]=[CH:22][C:21]4[C:24]5[CH2:25][N:26]([C:32]([O:34][C:35]([CH3:38])([CH3:37])[CH3:36])=[O:33])[CH2:27][CH2:28][CH2:29][C:30]=5[O:31][C:20]=4[CH:19]=3)[C:10](=[O:14])[CH2:9]2)=[CH:15][CH:16]=1, predict the reactants needed to synthesize it. (4) Given the product [F:22][C:11]1[CH:10]=[C:9]([N:5]2[CH2:4][C@H:3]([CH2:2][NH:1][C:26]([CH:23]3[CH2:25][CH2:24]3)=[O:27])[O:7][C:6]2=[O:8])[CH:14]=[CH:13][C:12]=1[C:15]1[S:16][CH2:17][C:18](=[O:21])[NH:19][N:20]=1, predict the reactants needed to synthesize it. The reactants are: [NH2:1][CH2:2][C@@H:3]1[O:7][C:6](=[O:8])[N:5]([C:9]2[CH:14]=[CH:13][C:12]([C:15]3[S:16][CH2:17][C:18](=[O:21])[NH:19][N:20]=3)=[C:11]([F:22])[CH:10]=2)[CH2:4]1.[CH:23]1([C:26](O)=[O:27])[CH2:25][CH2:24]1. (5) Given the product [OH:24][CH2:23][C:13]1[CH:14]=[C:15]2[C:10](=[CH:11][CH:12]=1)[NH:9][C:8](=[O:25])[C:7]([C:5]1[O:4][N:3]=[C:2]([CH3:1])[CH:6]=1)=[C:16]2[C:17]1[CH:18]=[CH:19][CH:20]=[CH:21][CH:22]=1, predict the reactants needed to synthesize it. The reactants are: [CH3:1][C:2]1[CH:6]=[C:5]([C:7]2[C:8](=[O:25])[NH:9][C:10]3[C:15]([C:16]=2[C:17]2[CH:22]=[CH:21][CH:20]=[CH:19][CH:18]=2)=[CH:14][C:13]([CH:23]=[O:24])=[CH:12][CH:11]=3)[O:4][N:3]=1.[BH4-].[Na+]. (6) Given the product [F:22][C:23]([F:33])([F:34])[C@H:24]1[CH2:25][CH2:26][C@H:27]([C:30]([N:5]2[CH2:6][CH:7]3[C:3]([CH2:9][O:10][C:11]4[C:12]([C:17]([O:19][CH2:20][CH3:21])=[O:18])=[N:13][CH:14]=[CH:15][CH:16]=4)([CH2:8]3)[CH2:4]2)=[O:31])[CH2:28][CH2:29]1, predict the reactants needed to synthesize it. The reactants are: Cl.Cl.[C:3]12([CH2:9][O:10][C:11]3[C:12]([C:17]([O:19][CH2:20][CH3:21])=[O:18])=[N:13][CH:14]=[CH:15][CH:16]=3)[CH2:8][CH:7]1[CH2:6][NH:5][CH2:4]2.[F:22][C:23]([F:34])([F:33])[C@H:24]1[CH2:29][CH2:28][C@H:27]([C:30](O)=[O:31])[CH2:26][CH2:25]1.N1C2C(=CC=CC=2)C=C1C(O)=O. (7) Given the product [CH2:1]([O:3][C:4]([C:6]1[N:11]=[C:10]([C:28]2[S:29][CH:30]=[CH:31][N:32]=2)[C:9]2[N:13]=[C:14]([C:16]3[CH:21]=[CH:20][CH:19]=[CH:18][CH:17]=3)[S:15][C:8]=2[C:7]=1[OH:22])=[O:5])[CH3:2], predict the reactants needed to synthesize it. The reactants are: [CH2:1]([O:3][C:4]([C:6]1[N:11]=[C:10](Br)[C:9]2[N:13]=[C:14]([C:16]3[CH:21]=[CH:20][CH:19]=[CH:18][CH:17]=3)[S:15][C:8]=2[C:7]=1[OH:22])=[O:5])[CH3:2].C([Sn](CCCC)(CCCC)[C:28]1[S:29][CH:30]=[CH:31][N:32]=1)CCC. (8) Given the product [CH3:1][O:2][C:3]1[CH:4]=[C:5]([C:6](=[O:7])[CH2:11][CH3:12])[CH:8]=[CH:9][CH:10]=1, predict the reactants needed to synthesize it. The reactants are: [CH3:1][O:2][C:3]1[CH:4]=[C:5]([CH:8]=[CH:9][CH:10]=1)[CH:6]=[O:7].[CH2:11]([Mg]Br)[CH3:12].Cl.C(Cl)(=O)C(Cl)=O.CS(C)=O.C(N(CC)CC)C.